This data is from Catalyst prediction with 721,799 reactions and 888 catalyst types from USPTO. The task is: Predict which catalyst facilitates the given reaction. (1) Reactant: [CH2:1]1[C:7]2=[C:8]3[C:12](=[CH:13][CH:14]=[C:6]2[O:5][CH2:4][CH2:3][N:2]1C(OC(C)(C)C)=O)[NH:11][CH:10]=[CH:9]3.[H-].[Na+].CN(C=O)C.[CH3:29][C:30]1[CH:35]=[CH:34][CH:33]=[CH:32][C:31]=1[S:36](Cl)(=[O:38])=[O:37]. Product: [CH3:29][C:30]1[CH:35]=[CH:34][CH:33]=[CH:32][C:31]=1[S:36]([N:11]1[C:12]2[C:8](=[C:7]3[CH2:1][NH:2][CH2:3][CH2:4][O:5][C:6]3=[CH:14][CH:13]=2)[CH:9]=[CH:10]1)(=[O:38])=[O:37]. The catalyst class is: 547. (2) Reactant: [Br:1][C:2]1[CH:7]=[CH:6][C:5]([CH2:8][C:9](O)=[O:10])=[C:4]([N+:12]([O-])=O)[CH:3]=1.C(OCC)(=O)C. Product: [Br:1][C:2]1[CH:3]=[C:4]2[C:5]([CH2:8][C:9](=[O:10])[NH:12]2)=[CH:6][CH:7]=1. The catalyst class is: 180. (3) Reactant: [F:1][C:2]([F:32])([F:31])[C:3]([NH:5][CH2:6][CH:7]1[CH2:12][CH2:11][N:10]([C:13]2[N:18]=[C:17]([C:19]3[CH:28]=[CH:27][C:26]4[C:21](=[CH:22][CH:23]=[C:24]([O:29]C)[CH:25]=4)[CH:20]=3)[CH:16]=[CH:15][N:14]=2)[CH2:9][CH2:8]1)=[O:4].[F:32][C:2]([F:31])([F:1])[C:3]([NH:5][CH2:6][CH:7]1[CH2:12][CH2:11][N:10]([C:13]2[N:18]=[C:17]([C:19]3[CH:28]=[CH:27][C:26]4[C:21](=[CH:22][CH:23]=[C:24]([OH:29])[CH:25]=4)[CH:20]=3)[CH:16]=[CH:15][N:14]=2)[CH2:9][CH2:8]1)=[O:4].B(Br)(Br)Br. Product: [F:31][C:2]([F:1])([F:32])[C:3]([NH:5][CH2:6][CH:7]1[CH2:12][CH2:11][N:10]([C:13]2[N:18]=[C:17]([C:19]3[CH:28]=[CH:27][C:26]4[C:21](=[CH:22][CH:23]=[C:24]([OH:29])[CH:25]=4)[CH:20]=3)[CH:16]=[CH:15][N:14]=2)[CH2:9][CH2:8]1)=[O:4]. The catalyst class is: 2. (4) Reactant: Br[C:2]1[CH:3]=[C:4]([C:8]2[C:17]3[C:12](=[C:13]([C:18]([F:21])([F:20])[F:19])[CH:14]=[CH:15][CH:16]=3)[N:11]=[CH:10][N:9]=2)[CH:5]=[CH:6][CH:7]=1.[CH3:22][S:23]([C:26]1[CH:27]=[C:28](B(O)O)[CH:29]=[CH:30][CH:31]=1)(=[O:25])=[O:24].C([O-])([O-])=O.[Na+].[Na+]. Product: [CH3:22][S:23]([C:26]1[CH:31]=[C:30]([C:2]2[CH:7]=[CH:6][CH:5]=[C:4]([C:8]3[C:17]4[C:12](=[C:13]([C:18]([F:21])([F:20])[F:19])[CH:14]=[CH:15][CH:16]=4)[N:11]=[CH:10][N:9]=3)[CH:3]=2)[CH:29]=[CH:28][CH:27]=1)(=[O:25])=[O:24]. The catalyst class is: 335.